From a dataset of Forward reaction prediction with 1.9M reactions from USPTO patents (1976-2016). Predict the product of the given reaction. (1) The product is: [CH2:1]=[CH:2][CH3:3].[CH2:4]=[CH:5][CH2:6][CH2:7][CH3:8].[CH2:9]=[CH2:10]. Given the reactants [CH2:1]=[CH:2][CH3:3].[CH2:4]=[CH:5][CH2:6][CH2:7][CH3:8].[CH2:9]=[CH2:10], predict the reaction product. (2) Given the reactants [Br:1]Br.[Cl:3][C:4]1[CH:5]=[CH:6][C:7]2[N:8]([CH:10]=[CH:11][N:12]=2)[N:9]=1, predict the reaction product. The product is: [Br:1][C:10]1[N:8]2[N:9]=[C:4]([Cl:3])[CH:5]=[CH:6][C:7]2=[N:12][CH:11]=1.